Dataset: Forward reaction prediction with 1.9M reactions from USPTO patents (1976-2016). Task: Predict the product of the given reaction. (1) Given the reactants [F:1][C:2]1[CH:3]=[CH:4][C:5]2[O:9][CH:8]=[C:7]([CH2:10][O:11][C:12]3[CH:20]=[CH:19][CH:18]=[C:17]4[C:13]=3[CH:14]=[C:15]([C:21](O)=[O:22])[NH:16]4)[C:6]=2[CH:24]=1.Cl.Cl.Cl.[NH2:28][CH:29]1[CH2:34][CH2:33][N:32]([CH2:35][C@@H:36]([N:38]2[CH2:43][CH2:42][C@H:41]([OH:44])[C@@H:40]([CH3:45])[CH2:39]2)[CH3:37])[CH2:31][CH2:30]1, predict the reaction product. The product is: [OH:44][C@H:41]1[CH2:42][CH2:43][N:38]([C@@H:36]([CH3:37])[CH2:35][N:32]2[CH2:31][CH2:30][CH:29]([NH:28][C:21]([C:15]3[NH:16][C:17]4[C:13]([CH:14]=3)=[C:12]([O:11][CH2:10][C:7]3[C:6]5[CH:24]=[C:2]([F:1])[CH:3]=[CH:4][C:5]=5[O:9][CH:8]=3)[CH:20]=[CH:19][CH:18]=4)=[O:22])[CH2:34][CH2:33]2)[CH2:39][C@@H:40]1[CH3:45]. (2) Given the reactants [CH3:1][O:2][C:3](=[O:19])[C:4]1[CH:9]=[CH:8][C:7]([CH2:10]P(OCC)(OCC)=O)=[CH:6][CH:5]=1.C[Si]([N-][Si](C)(C)C)(C)C.[Li+].[CH3:30][C:31]1([CH3:49])[C:40]2[C:35](=[CH:36][C:37]([CH:41]([CH2:44][CH2:45][CH2:46][CH2:47][CH3:48])[CH:42]=O)=[CH:38][CH:39]=2)[O:34][CH2:33][CH2:32]1, predict the reaction product. The product is: [CH3:1][O:2][C:3](=[O:19])[C:4]1[CH:5]=[CH:6][C:7]([CH:10]=[CH:42][CH:41]([C:37]2[CH:36]=[C:35]3[C:40]([C:31]([CH3:49])([CH3:30])[CH2:32][CH2:33][O:34]3)=[CH:39][CH:38]=2)[CH2:44][CH2:45][CH2:46][CH2:47][CH3:48])=[CH:8][CH:9]=1. (3) Given the reactants [OH:1][C:2]1[CH:11]=[CH:10][C:9]([N+:12]([O-])=O)=[CH:8][C:3]=1[C:4]([O:6][CH3:7])=[O:5].[O-]S([O-])(=O)=O.[Na+].[Na+].[CH3:22]O, predict the reaction product. The product is: [NH2:12][C:9]1[CH:10]=[CH:11][C:2]([O:1][CH3:22])=[C:3]([CH:8]=1)[C:4]([O:6][CH3:7])=[O:5]. (4) The product is: [C:27]([CH:19]([NH:18][C:17]([CH2:16][O:15][C:13]1[C:12]2[C:7](=[CH:8][C:9]([Cl:33])=[CH:10][C:11]=2[Cl:32])[CH:6]=[C:5]([C:3]([OH:4])=[O:2])[CH:14]=1)=[O:31])[CH2:20][C:21]1[CH:22]=[CH:23][CH:24]=[CH:25][CH:26]=1)([OH:29])=[O:28]. Given the reactants C[O:2][C:3]([C:5]1[CH:14]=[C:13]([O:15][CH2:16][C:17](=[O:31])[NH:18][CH:19]([C:27]([O:29]C)=[O:28])[CH2:20][C:21]2[CH:26]=[CH:25][CH:24]=[CH:23][CH:22]=2)[C:12]2[C:7](=[CH:8][C:9]([Cl:33])=[CH:10][C:11]=2[Cl:32])[CH:6]=1)=[O:4].[Li+].[OH-], predict the reaction product. (5) The product is: [CH2:24]([C:23]1[O:26][C:19]([C:5]2[CH:4]=[C:3]([C:1]#[N:2])[C:8](=[O:9])[N:7]([CH2:10][O:11][CH2:12][CH2:13][Si:14]([CH3:15])([CH3:16])[CH3:17])[C:6]=2[CH3:18])=[N:21][CH:22]=1)[CH3:25]. Given the reactants [C:1]([C:3]1[C:8](=[O:9])[N:7]([CH2:10][O:11][CH2:12][CH2:13][Si:14]([CH3:17])([CH3:16])[CH3:15])[C:6]([CH3:18])=[C:5]([C:19]([NH:21][CH2:22][C:23](=[O:26])[CH2:24][CH3:25])=O)[CH:4]=1)#[N:2].[OH-].COC(NS([N+](CC)(CC)CC)(=O)=O)=O, predict the reaction product. (6) The product is: [N:26]1[CH:27]=[CH:28][N:29]2[CH:34]=[C:33]([C:2]3[N:11]=[C:10]([NH:12][CH2:13][CH:14]([C:20]4[CH:25]=[CH:24][CH:23]=[CH:22][CH:21]=4)[C:15]4[NH:16][CH:17]=[CH:18][CH:19]=4)[C:9]4[C:4](=[CH:5][CH:6]=[CH:7][CH:8]=4)[N:3]=3)[CH:32]=[CH:31][C:30]=12. Given the reactants Cl[C:2]1[N:11]=[C:10]([NH:12][CH2:13][CH:14]([C:20]2[CH:25]=[CH:24][CH:23]=[CH:22][CH:21]=2)[C:15]2[NH:16][CH:17]=[CH:18][CH:19]=2)[C:9]2[C:4](=[CH:5][CH:6]=[CH:7][CH:8]=2)[N:3]=1.[N:26]1[CH:27]=[CH:28][N:29]2[CH:34]=[C:33](B(O)O)[CH:32]=[CH:31][C:30]=12.C([O-])([O-])=O.[K+].[K+], predict the reaction product. (7) The product is: [F:1][C:2]1[CH:7]=[CH:6][C:5]([NH:8][C:9]([NH:19][C:18]2[CH:20]=[CH:21][CH:22]=[C:16]([C:15]([F:14])([F:23])[F:24])[CH:17]=2)=[O:10])=[CH:4][C:3]=1[N+:11]([O-:13])=[O:12]. Given the reactants [F:1][C:2]1[CH:7]=[CH:6][C:5]([N:8]=[C:9]=[O:10])=[CH:4][C:3]=1[N+:11]([O-:13])=[O:12].[F:14][C:15]([F:24])([F:23])[C:16]1[CH:17]=[C:18]([CH:20]=[CH:21][CH:22]=1)[NH2:19], predict the reaction product. (8) Given the reactants [CH2:1]([C:5]1[CH:10]=[CH:9][C:8]([CH2:11]O)=[CH:7][C:6]=1[O:13][CH3:14])[CH:2]([CH3:4])[CH3:3].S(Cl)([Cl:17])=O, predict the reaction product. The product is: [Cl:17][CH2:11][C:8]1[CH:9]=[CH:10][C:5]([CH2:1][CH:2]([CH3:4])[CH3:3])=[C:6]([O:13][CH3:14])[CH:7]=1. (9) Given the reactants Br[C:2]1[C:7]([Cl:8])=[CH:6][C:5]([NH:9][C:10]2[N:14]=[C:13]([NH2:15])[NH:12][N:11]=2)=[CH:4][C:3]=1[Cl:16].[C:17]([C:20]1[CH:25]=[CH:24][C:23](B(O)O)=[CH:22][CH:21]=1)(=[O:19])[NH2:18].C(=O)([O-])[O-].[K+].[K+], predict the reaction product. The product is: [NH2:15][C:13]1[NH:12][N:11]=[C:10]([NH:9][C:5]2[CH:6]=[C:7]([Cl:8])[C:2]([C:23]3[CH:24]=[CH:25][C:20]([C:17]([NH2:18])=[O:19])=[CH:21][CH:22]=3)=[C:3]([Cl:16])[CH:4]=2)[N:14]=1.